Task: Predict the reactants needed to synthesize the given product.. Dataset: Full USPTO retrosynthesis dataset with 1.9M reactions from patents (1976-2016) (1) Given the product [CH3:51][O:37][C:35](=[O:36])[C:34]1[CH:38]=[CH:39][C:31]([N:30]2[C:28](=[O:29])[C@H:9]3[C@H:8]([C:4]4[CH:5]=[CH:6][CH:7]=[C:2]([Cl:1])[C:3]=4[F:45])[C@:12]([C:15]4[CH:20]=[CH:19][C:18]([Cl:21])=[CH:17][C:16]=4[F:22])([C:13]#[N:14])[C@H:11]([CH2:23][C:24]([CH3:25])([CH3:26])[CH3:27])[N:10]3[C@@H:49]2[CH:46]2[CH2:47][CH2:48]2)=[C:32]([O:40][CH3:41])[CH:33]=1, predict the reactants needed to synthesize it. The reactants are: [Cl:1][C:2]1[C:3]([F:45])=[C:4]([C@@H:8]2[C@:12]([C:15]3[CH:20]=[CH:19][C:18]([Cl:21])=[CH:17][C:16]=3[F:22])([C:13]#[N:14])[C@H:11]([CH2:23][C:24]([CH3:27])([CH3:26])[CH3:25])[NH:10][C@H:9]2[C:28]([NH:30][C:31]2[CH:39]=[CH:38][C:34]([C:35]([OH:37])=[O:36])=[CH:33][C:32]=2[O:40][C:41](F)(F)F)=[O:29])[CH:5]=[CH:6][CH:7]=1.[CH:46]1([CH:49]=O)[CH2:48][CH2:47]1.[CH3:51]C(O)=O. (2) Given the product [NH:34]1[C:35]2[C:40](=[CH:39][CH:38]=[CH:37][CH:36]=2)[C:32]([C:29]2[CH2:30][CH2:31][N:26]([CH2:12][CH:13]3[O:25][C:17]4=[C:18]5[C:22](=[CH:23][CH:24]=[C:16]4[O:15][CH2:14]3)[NH:21][CH:20]=[CH:19]5)[CH2:27][CH:28]=2)=[CH:33]1, predict the reactants needed to synthesize it. The reactants are: CC1C=CC(S(O[CH2:12][C@@H:13]2[O:25][C:17]3=[C:18]4[C:22](=[CH:23][CH:24]=[C:16]3[O:15][CH2:14]2)[NH:21][CH:20]=[CH:19]4)(=O)=O)=CC=1.[NH:26]1[CH2:31][CH:30]=[C:29]([C:32]2[C:40]3[C:35](=[CH:36][CH:37]=[CH:38][CH:39]=3)[NH:34][CH:33]=2)[CH2:28][CH2:27]1. (3) Given the product [F:1][C:2]([C:5]1[CH:6]=[C:7]([N:8]2[CH:58]=[C:48]([CH2:47][OH:46])[N:49]=[CH:52]2)[CH:9]=[CH:10][CH:11]=1)([F:4])[CH3:3], predict the reactants needed to synthesize it. The reactants are: [F:1][C:2]([C:5]1[CH:6]=[C:7]([CH:9]=[CH:10][CH:11]=1)[NH2:8])([F:4])[CH3:3].O=[N+]([O-])[O-].[O-][N+](=O)[O-].[O-][N+](=O)[O-].[O-][N+](=O)[O-].[O-][N+](=O)[O-].[O-][N+](=O)[O-].[Ce+4].[NH4+].[NH4+].C([O:46][CH2:47][CH3:48])(OCC)OCC.[N+:49]([CH2:52]C(OCC)=O)([O-])=O.[C:58](O)(=O)C. (4) Given the product [CH:3]12[O:15][CH:13]1[CH2:14][CH2:9][CH:5]([C:6]([O:7][CH2:8][CH3:2])=[O:10])[CH2:4]2, predict the reactants needed to synthesize it. The reactants are: I[CH:2]1[CH:8]2[CH2:9][CH:5]([C:6](=[O:10])[O:7]2)[CH2:4][CH2:3]1.[OH-].[Na+].[CH2:13]([OH:15])[CH3:14]. (5) The reactants are: [Cl:1][CH2:2][C@@H:3]1[C:11]2[C:10]3[CH:12]=[CH:13][CH:14]=[CH:15][C:9]=3[C:8]([NH:16][C:17](=[O:30])[CH2:18][CH2:19][CH2:20][CH2:21][CH2:22][N:23]3[C:27](=[O:28])[CH:26]=[CH:25][C:24]3=[O:29])=[CH:7][C:6]=2[NH:5][CH2:4]1.[Cl:31][CH2:32][C@@H:33]1[C:41]2[C:40]3[CH:42]=[CH:43][CH:44]=[CH:45][C:39]=3[C:38]([OH:46])=[CH:37][C:36]=2[N:35]([C:47](=[O:54])[CH2:48][CH2:49][CH2:50][C:51](O)=[O:52])[CH2:34]1.CC1C=CC(S(O)(=O)=O)=CC=1. Given the product [Cl:1][CH2:2][C@@H:3]1[C:11]2[C:10]3[CH:12]=[CH:13][CH:14]=[CH:15][C:9]=3[C:8]([NH:16][C:17](=[O:30])[CH2:18][CH2:19][CH2:20][CH2:21][CH2:22][N:23]3[C:27](=[O:28])[CH:26]=[CH:25][C:24]3=[O:29])=[CH:7][C:6]=2[N:5]([C:51](=[O:52])[CH2:50][CH2:49][CH2:48][C:47]([N:35]2[C:36]3[CH:37]=[C:38]([OH:46])[C:39]4[CH:45]=[CH:44][CH:43]=[CH:42][C:40]=4[C:41]=3[C@@H:33]([CH2:32][Cl:31])[CH2:34]2)=[O:54])[CH2:4]1, predict the reactants needed to synthesize it. (6) Given the product [Br:12][C:13]1[CH:20]=[CH:19][C:16]([CH2:17][NH:18][C:2]2[CH:3]=[C:4]([CH3:11])[CH:5]=[CH:6][C:7]=2[N+:8]([O-:10])=[O:9])=[CH:15][CH:14]=1, predict the reactants needed to synthesize it. The reactants are: F[C:2]1[CH:3]=[C:4]([CH3:11])[CH:5]=[CH:6][C:7]=1[N+:8]([O-:10])=[O:9].[Br:12][C:13]1[CH:20]=[CH:19][C:16]([CH2:17][NH2:18])=[CH:15][CH:14]=1. (7) Given the product [Cl:26][CH2:4][C:3]([C:6]1[CH:7]=[C:8]2[C:13](=[CH:14][CH:15]=1)[N:12]=[CH:11][N:10]=[C:9]2[NH:16][C:17]1[CH:22]=[CH:21][C:20]([F:23])=[C:19]([Cl:24])[CH:18]=1)=[O:5], predict the reactants needed to synthesize it. The reactants are: ClCl.[C:3]([C:6]1[CH:7]=[C:8]2[C:13](=[CH:14][CH:15]=1)[N:12]=[CH:11][N:10]=[C:9]2[NH:16][C:17]1[CH:22]=[CH:21][C:20]([F:23])=[C:19]([Cl:24])[CH:18]=1)(=[O:5])[CH3:4].C(Cl)[Cl:26].